From a dataset of NCI-60 drug combinations with 297,098 pairs across 59 cell lines. Regression. Given two drug SMILES strings and cell line genomic features, predict the synergy score measuring deviation from expected non-interaction effect. (1) Drug 1: COC1=C(C=C2C(=C1)N=CN=C2NC3=CC(=C(C=C3)F)Cl)OCCCN4CCOCC4. Drug 2: CC=C1C(=O)NC(C(=O)OC2CC(=O)NC(C(=O)NC(CSSCCC=C2)C(=O)N1)C(C)C)C(C)C. Cell line: NCI-H460. Synergy scores: CSS=45.2, Synergy_ZIP=-2.90, Synergy_Bliss=-1.78, Synergy_Loewe=-1.68, Synergy_HSA=1.08. (2) Drug 1: C1=NC2=C(N=C(N=C2N1C3C(C(C(O3)CO)O)O)F)N. Drug 2: CC1=C(C=C(C=C1)C(=O)NC2=CC(=CC(=C2)C(F)(F)F)N3C=C(N=C3)C)NC4=NC=CC(=N4)C5=CN=CC=C5. Cell line: HCT116. Synergy scores: CSS=0.526, Synergy_ZIP=2.40, Synergy_Bliss=8.45, Synergy_Loewe=4.00, Synergy_HSA=3.60. (3) Drug 1: CC=C1C(=O)NC(C(=O)OC2CC(=O)NC(C(=O)NC(CSSCCC=C2)C(=O)N1)C(C)C)C(C)C. Drug 2: C1=CC=C(C(=C1)C(C2=CC=C(C=C2)Cl)C(Cl)Cl)Cl. Cell line: SR. Synergy scores: CSS=39.5, Synergy_ZIP=2.15, Synergy_Bliss=1.08, Synergy_Loewe=-61.3, Synergy_HSA=-1.45. (4) Drug 1: CC=C1C(=O)NC(C(=O)OC2CC(=O)NC(C(=O)NC(CSSCCC=C2)C(=O)N1)C(C)C)C(C)C. Drug 2: CN(CCCl)CCCl.Cl. Cell line: MDA-MB-231. Synergy scores: CSS=35.2, Synergy_ZIP=-0.670, Synergy_Bliss=1.36, Synergy_Loewe=-23.8, Synergy_HSA=2.35. (5) Drug 1: CN1C(=O)N2C=NC(=C2N=N1)C(=O)N. Drug 2: B(C(CC(C)C)NC(=O)C(CC1=CC=CC=C1)NC(=O)C2=NC=CN=C2)(O)O. Cell line: SK-MEL-5. Synergy scores: CSS=40.8, Synergy_ZIP=-2.60, Synergy_Bliss=-7.18, Synergy_Loewe=-54.0, Synergy_HSA=-7.43. (6) Drug 1: C1CCC(CC1)NC(=O)N(CCCl)N=O. Drug 2: CC1C(C(CC(O1)OC2CC(CC3=C2C(=C4C(=C3O)C(=O)C5=C(C4=O)C(=CC=C5)OC)O)(C(=O)CO)O)N)O.Cl. Cell line: NCI-H522. Synergy scores: CSS=67.9, Synergy_ZIP=3.40, Synergy_Bliss=3.74, Synergy_Loewe=6.69, Synergy_HSA=7.32. (7) Drug 1: CC1=CC2C(CCC3(C2CCC3(C(=O)C)OC(=O)C)C)C4(C1=CC(=O)CC4)C. Drug 2: CS(=O)(=O)OCCCCOS(=O)(=O)C. Cell line: HT29. Synergy scores: CSS=5.80, Synergy_ZIP=-0.596, Synergy_Bliss=3.60, Synergy_Loewe=-1.20, Synergy_HSA=-0.598. (8) Drug 1: C1=C(C(=O)NC(=O)N1)N(CCCl)CCCl. Drug 2: C1=NNC2=C1C(=O)NC=N2. Cell line: U251. Synergy scores: CSS=19.5, Synergy_ZIP=-13.6, Synergy_Bliss=-7.82, Synergy_Loewe=-10.8, Synergy_HSA=-6.70.